This data is from Merck oncology drug combination screen with 23,052 pairs across 39 cell lines. The task is: Regression. Given two drug SMILES strings and cell line genomic features, predict the synergy score measuring deviation from expected non-interaction effect. (1) Drug 1: N.N.O=C(O)C1(C(=O)O)CCC1.[Pt]. Drug 2: CC1(c2nc3c(C(N)=O)cccc3[nH]2)CCCN1. Cell line: NCIH23. Synergy scores: synergy=-2.14. (2) Drug 1: CN(C)C(=N)N=C(N)N. Drug 2: Cc1nc(Nc2ncc(C(=O)Nc3c(C)cccc3Cl)s2)cc(N2CCN(CCO)CC2)n1. Cell line: A427. Synergy scores: synergy=25.9. (3) Drug 1: CN1C(=O)C=CC2(C)C3CCC4(C)C(NC(=O)OCC(F)(F)F)CCC4C3CCC12. Drug 2: Cn1nnc2c(C(N)=O)ncn2c1=O. Cell line: OCUBM. Synergy scores: synergy=-30.1. (4) Drug 1: O=C(CCCCCCC(=O)Nc1ccccc1)NO. Drug 2: CCC1(O)C(=O)OCc2c1cc1n(c2=O)Cc2cc3c(CN(C)C)c(O)ccc3nc2-1. Cell line: SKMEL30. Synergy scores: synergy=-0.999. (5) Drug 1: NC1(c2ccc(-c3nc4ccn5c(=O)[nH]nc5c4cc3-c3ccccc3)cc2)CCC1. Drug 2: Cn1c(=O)n(-c2ccc(C(C)(C)C#N)cc2)c2c3cc(-c4cnc5ccccc5c4)ccc3ncc21. Cell line: A427. Synergy scores: synergy=56.4. (6) Drug 1: O=c1[nH]cc(F)c(=O)[nH]1. Drug 2: CCN(CC)CCNC(=O)c1c(C)[nH]c(C=C2C(=O)Nc3ccc(F)cc32)c1C. Cell line: UACC62. Synergy scores: synergy=8.80.